This data is from Experimentally validated miRNA-target interactions with 360,000+ pairs, plus equal number of negative samples. The task is: Binary Classification. Given a miRNA mature sequence and a target amino acid sequence, predict their likelihood of interaction. (1) The miRNA is mmu-miR-30e-5p with sequence UGUAAACAUCCUUGACUGGAAG. The protein sequence of the target gene is MAAATAAAAPQQLSDEELFSQLRRYGLSPGPVTESTRPVYLKKLKKLREEEQQQQQQQQQQQHRAGGRGNKTRNSNNNNTATAMGGRPGSGDLAYLRSPAGLGRLSASAAESPVAGGSGGAAAVPAAGSKVLLGFSSDESDVEASPREQAGGGGGGGARRDRAALQYRGLRAPPAPPAAGEVTGGHPGERRKPHSWWGARRPAGPEPQPPAAGSDGAAEDADEELADGEDRDPEAEEPLWASRAVNGSRLLPYSSCREHYSDSEEEEEEGEEDGDVAPARQVLKDDSLARHRPRRSHSKP.... Result: 1 (interaction). (2) The miRNA is mmu-miR-672-3p with sequence ACACACAGUCACUAUCUUCGA. The protein sequence of the target gene is MSEQSICQARAAVMVYDDANKKWVPAGGSTGFSRVHIYHHTGNNTFRVVGRKIQDHQVVINCAIPKGLKYNQATQTFHQWRDARQVYGLNFGSKEDANVFASAMMHALEVLNSQEAAQSKVTATQDSTNLRCIFCGPTLPRQNSQLPAQVQNGPSQEELEIQRRQLQEQQRQKELERERMERERLERERLERERLERERLEQEQLERQRQEREHVERLERERLERLERERQERERERLEQLEREQVEWERERRMSNAAPSSDSSLSSAPLPEYSSCQPPSAPPPSYAKVISAPVSDATPD.... Result: 1 (interaction). (3) The miRNA is hsa-miR-541-3p with sequence UGGUGGGCACAGAAUCUGGACU. The protein sequence of the target gene is MAEYGTLLQDLTNNITLEDLEQLKSACKEDIPSEKSEEITTGSAWFSFLESHNKLDKDNLSYIEHIFEISRRPDLLTMVVDYRTRVLKISEEDELDTKLTRIPSAKKYKDIIRQPSEEEIIKLAPPPKKA. Result: 1 (interaction). (4) The miRNA is hsa-miR-6076 with sequence AGCAUGACAGAGGAGAGGUGG. The protein sequence of the target gene is MAEGGASKGGGEEPGKLPEPAEEESQVLRGTGHCKWFNVRMGFGFISMINREGSPLDIPVDVFVHQSKLFMEGFRSLKEGEPVEFTFKKSSKGLESIRVTGPGGSPCLGSERRPKGKTLQKRKPKGDRCYNCGGLDHHAKECSLPPQPKKCHYCQSIMHMVANCPHKNVAQPPASSQGRQEAESQPCTSTLPREVGGGHGCTSPPFPQEARAEISERSGRSPQEASSTKSSIAPEEQSKKGPSVQKRKKT. Result: 1 (interaction). (5) The miRNA is hsa-miR-302d-3p with sequence UAAGUGCUUCCAUGUUUGAGUGU. The protein sequence of the target gene is MAVVPASLSGQDVGSFAYLTIKDRIPQILTKVIDTLHRHKSEFFEKHGEEGVEAEKKAISLLSKLRNELQTDKPFIPLVEKFVDTDIWNQYLEYQQSLLNESDGKSRWFYSPWLLVECYMYRRIHEAIIQSPPIDYFDVFKESKEQNFYGSQESIIALCTHLQQLIRTIEDLDENQLKDEFFKLLQISLWGNKCDLSLSGGESSSQNTNVLNSLEDLKPFILLNDMEHLWSLLSNCKKTREKASATRVYIVLDNSGFELVTDLILADFLLSSELATEVHFYGKTIPWFVSDTTIHDFNWL.... Result: 1 (interaction). (6) The miRNA is mmu-miR-551b-3p with sequence GCGACCCAUACUUGGUUUCAG. The protein sequence of the target gene is MDTTAAAALPAFVALLLLSPWPLLGSAQGQFSAGGCTFDDGPGACDYHQDLYDDFEWVHVSAQEPHYLPPEMPQGSYMIVDSSDHDPGEKARLQLPTMKENDTHCIDFSYLLYSQKGLNPGTLNILVRVNKGPLANPIWNVTGFTGRDWLRAELAVSTFWPNEYQVIFEAEVSGGRSGYIAIDDIQVLSYPCDKSPHFLRLGDVEVNAGQNATFQCIATGRDAVHNKLWLQRRNGEDIPVAQTKNINHRRFAASFRLQEVTKTDQDLYRCVTQSERGSGVSNFAQLIVREPPRPIAPPQL.... Result: 0 (no interaction). (7) The miRNA is hsa-miR-665 with sequence ACCAGGAGGCUGAGGCCCCU. The protein sequence of the target gene is MDAVEPGGRGWASMLACRLWKAISRALFAEFLATGLYVFFGVGSVMRWPTALPSVLQIAITFNLVTAMAVQVTWKASGAHANPAVTLAFLVGSHISLPRAVAYVAAQLVGATVGAALLYGVMPGDIRETLGINVVRNSVSTGQAVAVELLLTLQLVLCVFASTDSRQTSGSPATMIGISVALGHLIGIHFTGCSMNPARSFGPAIIIGKFTVHWVFWVGPLMGALLASLIYNFVLFPDTKTLAQRLAILTGTVEVGTGAGAGAEPLKKESQPGSGAVEMESV. Result: 1 (interaction).